Task: Regression. Given a peptide amino acid sequence and an MHC pseudo amino acid sequence, predict their binding affinity value. This is MHC class I binding data.. Dataset: Peptide-MHC class I binding affinity with 185,985 pairs from IEDB/IMGT (1) The peptide sequence is FPEHIFPAL. The MHC is HLA-B40:01 with pseudo-sequence HLA-B40:01. The binding affinity (normalized) is 0.480. (2) The peptide sequence is LPVNVAFEL. The MHC is HLA-B35:01 with pseudo-sequence HLA-B35:01. The binding affinity (normalized) is 0.941. (3) The peptide sequence is TVGYMYIMK. The MHC is HLA-B40:01 with pseudo-sequence HLA-B40:01. The binding affinity (normalized) is 0.0847. (4) The peptide sequence is VTNIELEPPF. The MHC is HLA-A30:01 with pseudo-sequence HLA-A30:01. The binding affinity (normalized) is 0.432. (5) The peptide sequence is FYALISERF. The MHC is HLA-A23:01 with pseudo-sequence HLA-A23:01. The binding affinity (normalized) is 0.960.